From a dataset of NCI-60 drug combinations with 297,098 pairs across 59 cell lines. Regression. Given two drug SMILES strings and cell line genomic features, predict the synergy score measuring deviation from expected non-interaction effect. (1) Drug 1: COC1=CC(=CC(=C1O)OC)C2C3C(COC3=O)C(C4=CC5=C(C=C24)OCO5)OC6C(C(C7C(O6)COC(O7)C8=CC=CS8)O)O. Synergy scores: CSS=90.1, Synergy_ZIP=1.75, Synergy_Bliss=1.69, Synergy_Loewe=1.65, Synergy_HSA=3.31. Drug 2: CN(CC1=CN=C2C(=N1)C(=NC(=N2)N)N)C3=CC=C(C=C3)C(=O)NC(CCC(=O)O)C(=O)O. Cell line: HL-60(TB). (2) Drug 1: C1=C(C(=O)NC(=O)N1)N(CCCl)CCCl. Drug 2: CCC1(CC2CC(C3=C(CCN(C2)C1)C4=CC=CC=C4N3)(C5=C(C=C6C(=C5)C78CCN9C7C(C=CC9)(C(C(C8N6C=O)(C(=O)OC)O)OC(=O)C)CC)OC)C(=O)OC)O.OS(=O)(=O)O. Cell line: SW-620. Synergy scores: CSS=40.8, Synergy_ZIP=0.602, Synergy_Bliss=4.11, Synergy_Loewe=-2.77, Synergy_HSA=6.00. (3) Drug 1: CCC1(CC2CC(C3=C(CCN(C2)C1)C4=CC=CC=C4N3)(C5=C(C=C6C(=C5)C78CCN9C7C(C=CC9)(C(C(C8N6C=O)(C(=O)OC)O)OC(=O)C)CC)OC)C(=O)OC)O.OS(=O)(=O)O. Cell line: SF-295. Drug 2: C1=CC=C(C(=C1)C(C2=CC=C(C=C2)Cl)C(Cl)Cl)Cl. Synergy scores: CSS=-1.88, Synergy_ZIP=-3.59, Synergy_Bliss=-9.45, Synergy_Loewe=-20.3, Synergy_HSA=-10.4. (4) Drug 1: COC1=NC(=NC2=C1N=CN2C3C(C(C(O3)CO)O)O)N. Drug 2: CCC1(C2=C(COC1=O)C(=O)N3CC4=CC5=C(C=CC(=C5CN(C)C)O)N=C4C3=C2)O.Cl. Cell line: CCRF-CEM. Synergy scores: CSS=86.5, Synergy_ZIP=5.06, Synergy_Bliss=3.87, Synergy_Loewe=3.48, Synergy_HSA=7.69. (5) Drug 1: C1=C(C(=O)NC(=O)N1)F. Drug 2: CCC1(C2=C(COC1=O)C(=O)N3CC4=CC5=C(C=CC(=C5CN(C)C)O)N=C4C3=C2)O.Cl. Cell line: ACHN. Synergy scores: CSS=55.3, Synergy_ZIP=3.17, Synergy_Bliss=1.01, Synergy_Loewe=1.50, Synergy_HSA=5.04. (6) Drug 1: CC12CCC(CC1=CCC3C2CCC4(C3CC=C4C5=CN=CC=C5)C)O. Drug 2: CC1=C2C(C(=O)C3(C(CC4C(C3C(C(C2(C)C)(CC1OC(=O)C(C(C5=CC=CC=C5)NC(=O)OC(C)(C)C)O)O)OC(=O)C6=CC=CC=C6)(CO4)OC(=O)C)O)C)O. Cell line: SNB-75. Synergy scores: CSS=30.2, Synergy_ZIP=1.00, Synergy_Bliss=10.9, Synergy_Loewe=-4.86, Synergy_HSA=9.47. (7) Drug 1: C1CC(C1)(C(=O)O)C(=O)O.[NH2-].[NH2-].[Pt+2]. Drug 2: CC1CCC2CC(C(=CC=CC=CC(CC(C(=O)C(C(C(=CC(C(=O)CC(OC(=O)C3CCCCN3C(=O)C(=O)C1(O2)O)C(C)CC4CCC(C(C4)OC)OCCO)C)C)O)OC)C)C)C)OC. Cell line: HT29. Synergy scores: CSS=-1.80, Synergy_ZIP=2.44, Synergy_Bliss=3.90, Synergy_Loewe=-4.53, Synergy_HSA=-3.86.